Task: Predict the product of the given reaction.. Dataset: Forward reaction prediction with 1.9M reactions from USPTO patents (1976-2016) (1) Given the reactants C([O:3][C:4]([C:6]1[O:7][C:8]([N:11]2[CH2:15][CH2:14][C@H:13]([O:16][C:17]3[CH:22]=[C:21]([F:23])[CH:20]=[CH:19][C:18]=3[Br:24])[CH2:12]2)=[N:9][N:10]=1)=O)C.[NH3:25], predict the reaction product. The product is: [Br:24][C:18]1[CH:19]=[CH:20][C:21]([F:23])=[CH:22][C:17]=1[O:16][C@H:13]1[CH2:14][CH2:15][N:11]([C:8]2[O:7][C:6]([C:4]([NH2:25])=[O:3])=[N:10][N:9]=2)[CH2:12]1. (2) Given the reactants [F:1][C:2]1[CH:10]=[C:9]2[C:5]([CH:6]=[CH:7][NH:8]2)=[CH:4][CH:3]=1.[C:11](Cl)([C:13](Cl)=[O:14])=[O:12].[CH3:17][CH2:18][OH:19].C([O-])(O)=O.[Na+], predict the reaction product. The product is: [CH2:18]([O:19][C:13](=[O:14])[C:11]([C:6]1[C:5]2[C:9](=[CH:10][C:2]([F:1])=[CH:3][CH:4]=2)[NH:8][CH:7]=1)=[O:12])[CH3:17]. (3) Given the reactants [Cl:1][C:2]1[CH:3]=[CH:4][C:5]2[N:11]([C:12](=[O:22])[CH:13]3[CH:18]=[CH:17][CH:16]=[CH:15][C:14]3([O:20][CH3:21])N)[CH2:10][CH2:9][CH2:8][CH:7]([CH2:23][C:24]([N:26]3[CH2:31][CH2:30][N:29]([CH3:32])[CH2:28][CH2:27]3)=[O:25])[C:6]=2[CH:33]=1.[F:34][C:35]([F:46])([F:45])[C:36](O[C:36](=[O:37])[C:35]([F:46])([F:45])[F:34])=[O:37].C(=O)([O-])O.[Na+].[N:52]1C=CC=CC=1, predict the reaction product. The product is: [Cl:1][C:2]1[CH:3]=[CH:4][C:5]2[N:11]([C:12](=[O:22])[C:13]3[CH:18]=[CH:17][C:16]([NH:52][C:36](=[O:37])[C:35]([F:46])([F:45])[F:34])=[CH:15][C:14]=3[O:20][CH3:21])[CH2:10][CH2:9][CH2:8][CH:7]([CH2:23][C:24]([N:26]3[CH2:31][CH2:30][N:29]([CH3:32])[CH2:28][CH2:27]3)=[O:25])[C:6]=2[CH:33]=1.